This data is from Experimentally validated miRNA-target interactions with 360,000+ pairs, plus equal number of negative samples. The task is: Binary Classification. Given a miRNA mature sequence and a target amino acid sequence, predict their likelihood of interaction. (1) The miRNA is hsa-miR-6849-3p with sequence ACCAGCCUGUGUCCACCUCCAG. The protein sequence of the target gene is MAAALWGFFPVLLLLLLSGDVQSSEVPGAAAEGSGGSGVGIGDRFKIEGRAVVPGVKPQDWISAARVLVDGEEHVGFLKTDGSFVVHDIPSGSYVVEVVSPAYRFDPVRVDITSKGKMRARYVNYIKTSEVVRLPYPLQMKSSGPPSYFIKRESWGWTDFLMNPMVMMMVLPLLIFVLLPKVVNTSDPDMRREMEQSMNMLNSNHELPDVSEFMTRLFSSKSSGKSSSGSSKTGKSGAGKRR. Result: 1 (interaction). (2) The miRNA is hsa-miR-92a-3p with sequence UAUUGCACUUGUCCCGGCCUGU. The protein sequence of the target gene is MAENSGRAGKSSGSGAGKGAVSAEQVIAGFNRLRQEQRGLASKAAELEMELNEHSLVIDTLKEVDETRKCYRMVGGVLVERTVKEVLPALENNKEQIQKIIETLTQQLQAKGKELNEFREKHNIRLMGEDEKPAAKENSEGAGAKASSAGVLVS. Result: 1 (interaction).